This data is from Catalyst prediction with 721,799 reactions and 888 catalyst types from USPTO. The task is: Predict which catalyst facilitates the given reaction. (1) Reactant: [CH2:1]([O:3][C:4]([C:6]1[CH:11]=[CH:10][C:9]([C:12]2[CH:17]=[C:16]([N+:18]([O-])=O)[CH:15]=[CH:14][C:13]=2[Cl:21])=[CH:8][CH:7]=1)=[O:5])[CH3:2].Cl. Product: [ClH:21].[CH2:1]([O:3][C:4]([C:6]1[CH:11]=[CH:10][C:9]([C:12]2[CH:17]=[C:16]([NH2:18])[CH:15]=[CH:14][C:13]=2[Cl:21])=[CH:8][CH:7]=1)=[O:5])[CH3:2]. The catalyst class is: 8. (2) The catalyst class is: 87. Reactant: [OH-].[Na+].C[O:4][C:5](=[O:23])[C:6]1[CH:11]=[CH:10][C:9]([NH:12][C:13](=[O:22])[C:14]2[CH:19]=[CH:18][C:17]([Cl:20])=[CH:16][C:15]=2[Cl:21])=[N:8][CH:7]=1. Product: [Cl:21][C:15]1[CH:16]=[C:17]([Cl:20])[CH:18]=[CH:19][C:14]=1[C:13]([NH:12][C:9]1[CH:10]=[CH:11][C:6]([C:5]([OH:23])=[O:4])=[CH:7][N:8]=1)=[O:22]. (3) Reactant: [CH:1]12[O:7][CH:2]1[CH2:3][CH2:4][CH2:5][CH2:6]2.[NH:8]1[CH2:13][CH2:12][O:11][CH2:10][CH2:9]1. Product: [N:8]1([C@H:2]2[CH2:3][CH2:4][CH2:5][CH2:6][C@@H:1]2[OH:7])[CH2:13][CH2:12][O:11][CH2:10][CH2:9]1. The catalyst class is: 6. (4) Reactant: I[C:2]1[CH:7]=[CH:6][C:5]([N+:8]([O-:10])=[O:9])=[CH:4][CH:3]=1.C([O-])([O-])=O.[K+].[K+].[C:17]([O:21][C:22]1[CH:27]=[C:26]([CH3:28])[C:25]([Br:29])=[C:24]([CH3:30])[CH:23]=1)(=[O:20])[C:18]#[CH:19]. Product: [N+:8]([C:5]1[CH:6]=[CH:7][C:2]([C:19]#[C:18][C:17]([O:21][C:22]2[CH:23]=[C:24]([CH3:30])[C:25]([Br:29])=[C:26]([CH3:28])[CH:27]=2)=[O:20])=[CH:3][CH:4]=1)([O-:10])=[O:9]. The catalyst class is: 356.